This data is from Peptide-MHC class II binding affinity with 134,281 pairs from IEDB. The task is: Regression. Given a peptide amino acid sequence and an MHC pseudo amino acid sequence, predict their binding affinity value. This is MHC class II binding data. (1) The peptide sequence is DEARRMWASAQNISG. The MHC is DRB1_1101 with pseudo-sequence DRB1_1101. The binding affinity (normalized) is 0. (2) The peptide sequence is GILQIVDKIDAAFKI. The MHC is DRB1_1201 with pseudo-sequence DRB1_1201. The binding affinity (normalized) is 0.610. (3) The MHC is DRB1_0101 with pseudo-sequence DRB1_0101. The binding affinity (normalized) is 0.550. The peptide sequence is SSYAATEVANAAAAS. (4) The peptide sequence is HFSNVFRSVMAPFTM. The MHC is DRB1_0405 with pseudo-sequence DRB1_0405. The binding affinity (normalized) is 0.866. (5) The peptide sequence is AFILDGDNLVPKV. The MHC is DRB1_0401 with pseudo-sequence DRB1_0401. The binding affinity (normalized) is 0.640. (6) The peptide sequence is AYEGQRVVFIQPSPV. The MHC is HLA-DPA10201-DPB10501 with pseudo-sequence HLA-DPA10201-DPB10501. The binding affinity (normalized) is 0.214. (7) The peptide sequence is YLILKNLTGLVSTGS. The MHC is DRB1_0901 with pseudo-sequence DRB1_0901. The binding affinity (normalized) is 0.321.